This data is from Forward reaction prediction with 1.9M reactions from USPTO patents (1976-2016). The task is: Predict the product of the given reaction. (1) Given the reactants Cl.[CH2:2]([O:9][C:10]1[C:11](=[O:19])[CH:12]=[C:13]([CH2:17]Cl)[N:14]([CH3:16])[CH:15]=1)[C:3]1[CH:8]=[CH:7][CH:6]=[CH:5][CH:4]=1.[NH2:20][C@H:21]([C:23]([NH:25][CH3:26])=[O:24])[CH3:22].Cl.C(N(C(C)C)CC)(C)C, predict the reaction product. The product is: [CH2:2]([O:9][C:10]1[C:11](=[O:19])[CH:12]=[C:13]([CH2:17][NH:20][C@@H:21]([CH3:22])[C:23]([NH:25][CH3:26])=[O:24])[N:14]([CH3:16])[CH:15]=1)[C:3]1[CH:8]=[CH:7][CH:6]=[CH:5][CH:4]=1. (2) Given the reactants [CH:1]1([N:7]([CH2:21][CH2:22][C:23]2[CH:28]=CC=C[CH:24]=2)[C:8](=[O:20])[NH:9][C:10]2[S:11][C:12]([S:15][CH2:16][C:17](O)=O)=[CH:13][N:14]=2)[CH2:6][CH2:5][CH2:4][CH2:3][CH2:2]1.CC(C)CCN.C1(=O)CCCCC1.C([O:44][C:45](=[O:48])CC)C, predict the reaction product. The product is: [CH:1]1([N:7]([CH2:21][CH2:22][CH:23]([CH3:24])[CH3:28])[C:8](=[O:20])[NH:9][C:10]2[S:11][C:12]([S:15][CH2:16][CH2:17][C:45]([OH:48])=[O:44])=[CH:13][N:14]=2)[CH2:2][CH2:3][CH2:4][CH2:5][CH2:6]1.